Dataset: Catalyst prediction with 721,799 reactions and 888 catalyst types from USPTO. Task: Predict which catalyst facilitates the given reaction. (1) Product: [Cl:1][C:2]1[CH:7]=[CH:6][CH:5]=[CH:4][C:3]=1[CH2:8][C:9]1[N:19]([C:14]2[CH:15]=[CH:16][CH:17]=[CH:18][C:13]=2[Cl:12])[C:20](=[S:23])[NH:21][N:22]=1. Reactant: [Cl:1][C:2]1[CH:7]=[CH:6][CH:5]=[CH:4][C:3]=1[CH2:8][C:9](O)=O.[Cl:12][C:13]1[CH:18]=[CH:17][CH:16]=[CH:15][C:14]=1[NH:19][C:20](=[S:23])[NH:21][NH2:22]. The catalyst class is: 74. (2) Reactant: [CH2:1]([N:3]([CH2:16][CH3:17])[CH:4]1[CH2:12][C:11]2[C:6](=[CH:7][CH:8]=[C:9]([N+:13]([O-])=O)[CH:10]=2)[CH2:5]1)[CH3:2]. Product: [CH2:16]([N:3]([CH2:1][CH3:2])[CH:4]1[CH2:12][C:11]2[C:6](=[CH:7][CH:8]=[C:9]([NH2:13])[CH:10]=2)[CH2:5]1)[CH3:17]. The catalyst class is: 19. (3) Reactant: O.[OH-].[Li+].C[O:5][C:6]([C:8]1[C:16]2[C:11](=[CH:12][CH:13]=[CH:14][CH:15]=2)[N:10]([C:17]2[CH:18]=[C:19]3[C:24](=[CH:25][CH:26]=2)[N:23]=[CH:22][CH:21]=[CH:20]3)[CH:9]=1)=[O:7]. Product: [C:6]([C:8]1[C:16]2[C:11](=[CH:12][CH:13]=[CH:14][CH:15]=2)[N:10]([C:17]2[CH:18]=[C:19]3[C:24](=[CH:25][CH:26]=2)[N:23]=[CH:22][CH:21]=[CH:20]3)[CH:9]=1)([OH:7])=[O:5]. The catalyst class is: 30. (4) Reactant: FC(F)(F)C([NH:5][C:6]1[N:7]=[C:8]2[CH:13]=[N:12][CH:11]=[CH:10][N:9]2[CH:14]=1)=O.N.O. Product: [N:7]1[C:6]([NH2:5])=[CH:14][N:9]2[CH:10]=[CH:11][N:12]=[CH:13][C:8]=12. The catalyst class is: 5. (5) Reactant: [F:1][C:2]1[C:3]([N:8]2[CH2:13][CH:12]=[C:11]([C:14]([OH:16])=[O:15])[CH2:10][CH2:9]2)=[N:4][CH:5]=[CH:6][CH:7]=1.[Br:17]Br. Product: [Br:17][C:6]1[CH:7]=[C:2]([F:1])[C:3]([N:8]2[CH2:9][CH:10]=[C:11]([C:14]([OH:16])=[O:15])[CH2:12][CH2:13]2)=[N:4][CH:5]=1. The catalyst class is: 4.